This data is from Catalyst prediction with 721,799 reactions and 888 catalyst types from USPTO. The task is: Predict which catalyst facilitates the given reaction. (1) The catalyst class is: 10. Reactant: C(=O)([O-])[O-].[K+].[K+].[CH:7]1([C:13]2[CH:38]=[CH:37][C:16]([O:17][C:18]3[CH:19]=[C:20]([CH:34]=[CH:35][CH:36]=3)[CH2:21][NH:22][CH2:23][C:24]3[CH:33]=[CH:32][C:27]([C:28]([O:30][CH3:31])=[O:29])=[CH:26][CH:25]=3)=[CH:15][CH:14]=2)[CH2:12][CH2:11][CH2:10][CH2:9][CH2:8]1.Br[CH2:40][CH2:41][CH2:42][CH2:43][C:44]([O:46][CH3:47])=[O:45]. Product: [CH:7]1([C:13]2[CH:38]=[CH:37][C:16]([O:17][C:18]3[CH:19]=[C:20]([CH:34]=[CH:35][CH:36]=3)[CH2:21][N:22]([CH2:23][C:24]3[CH:25]=[CH:26][C:27]([C:28]([O:30][CH3:31])=[O:29])=[CH:32][CH:33]=3)[CH2:40][CH2:41][CH2:42][CH2:43][C:44]([O:46][CH3:47])=[O:45])=[CH:15][CH:14]=2)[CH2:12][CH2:11][CH2:10][CH2:9][CH2:8]1. (2) Reactant: [Br:1][C:2]1[CH:7]=[CH:6][C:5]([F:8])=[CH:4][C:3]=1[OH:9].[CH3:10][C@@H:11](O)[CH2:12][CH:13]=[CH2:14].C1C=CC(P(C2C=CC=CC=2)C2C=CC=CC=2)=CC=1.CC(OC(/N=N/C(OC(C)C)=O)=O)C. Product: [Br:1][C:2]1[CH:7]=[CH:6][C:5]([F:8])=[CH:4][C:3]=1[O:9][C@H:13]([CH2:12][CH:11]=[CH2:10])[CH3:14]. The catalyst class is: 116.